From a dataset of Forward reaction prediction with 1.9M reactions from USPTO patents (1976-2016). Predict the product of the given reaction. (1) Given the reactants C([O:5][C:6](=[O:57])[C:7]1[CH:12]=[CH:11][CH:10]=[C:9]([CH2:13][CH:14]([NH:28][C:29](=[O:54])[CH2:30][N:31]2[CH2:36][CH2:35][CH:34]([NH:37]C(OC(C)(C)C)=O)[CH:33]([CH2:45][NH:46]C(OC(C)(C)C)=O)[CH2:32]2)[B:15]2[O:23]C3C(C)(C4CC(C3)C4(C)C)[O:16]2)[C:8]=1OC)(C)(C)C.B(Cl)(Cl)Cl, predict the reaction product. The product is: [NH2:37][CH:34]1[CH2:35][CH2:36][N:31]([CH2:30][C:29]([NH:28][CH:14]2[CH2:13][C:9]3[CH:10]=[CH:11][CH:12]=[C:7]([C:6]([OH:5])=[O:57])[C:8]=3[O:23][B:15]2[OH:16])=[O:54])[CH2:32][CH:33]1[CH2:45][NH2:46]. (2) Given the reactants CO[C:3]([CH2:5][CH2:6][C@H:7]([NH2:11])[C:8]([OH:10])=[O:9])=[O:4].C(CC(=O)C)(=O)C.C(O)(=O)C.S([O-])([O-])(=O)=O.[Na+].[Na+].[CH2:30]([NH2:32])[CH3:31], predict the reaction product. The product is: [NH2:11][C@H:7]([C:8]([OH:10])=[O:9])[CH2:6][CH2:5][C:3]([NH:32][CH2:30][CH3:31])=[O:4]. (3) Given the reactants [C:1]([OH:6])(=[O:5])[C:2]([CH3:4])=[CH2:3].[C:7]([O:12][CH2:13][CH:14]=[CH2:15])(=[O:11])[C:8]([CH3:10])=[CH2:9].[C:16]([O:21][CH:22]1[CH2:27][CH2:26][CH2:25][CH2:24][CH2:23]1)(=[O:20])[C:17]([CH3:19])=[CH2:18].N(C(C)(CC(C)C)C#N)=NC(C)(CC(C)C)C#N, predict the reaction product. The product is: [C:1]([OH:6])(=[O:5])[C:2]([CH3:4])=[CH2:3].[C:7]([O:12][CH2:13][CH:14]=[CH2:15])(=[O:11])[C:8]([CH3:10])=[CH2:9].[C:16]([O:21][CH:22]1[CH2:27][CH2:26][CH2:25][CH2:24][CH2:23]1)(=[O:20])[C:17]([CH3:19])=[CH2:18]. (4) Given the reactants [OH:1][CH2:2][C@H:3]([NH:8][C:9]([C:11]1[CH:19]=[CH:18][CH:17]=[C:16]2[C:12]=1[CH:13]=[CH:14][N:15]2[C:20]([O:22][C:23]([CH3:26])([CH3:25])[CH3:24])=[O:21])=O)[C:4]([O:6][CH3:7])=[O:5].CC[N+](S(N=C(OC)[O-])(=O)=O)(CC)CC, predict the reaction product. The product is: [CH3:7][O:6][C:4]([C@@H:3]1[CH2:2][O:1][C:9]([C:11]2[CH:19]=[CH:18][CH:17]=[C:16]3[C:12]=2[CH:13]=[CH:14][N:15]3[C:20]([O:22][C:23]([CH3:25])([CH3:26])[CH3:24])=[O:21])=[N:8]1)=[O:5].